From a dataset of Full USPTO retrosynthesis dataset with 1.9M reactions from patents (1976-2016). Predict the reactants needed to synthesize the given product. Given the product [Br:1][C:2]1[CH:3]=[CH:4][C:5]2[C@@:11]3([C:17]([O:19][CH3:20])=[O:18])[CH2:12][CH2:13][C:14]4([CH2:15][C@H:10]3[CH2:9][CH2:8][O:7][C:6]=2[CH:21]=1)[O:28][CH2:27][CH2:26][O:16]4.[Br:22][C:23]1[CH:24]=[CH:25][C:26]2[C@:32]3([C:38]([O:40][CH3:41])=[O:39])[CH2:33][CH2:34][C:35]4([CH2:36][C@@H:31]3[CH2:30][CH2:29][O:28][C:27]=2[CH:42]=1)[O:45][CH2:44][CH2:43][O:37]4, predict the reactants needed to synthesize it. The reactants are: [Br:1][C:2]1[CH:3]=[CH:4][C:5]2[C@@:11]3([C:17]([O:19][CH3:20])=[O:18])[CH2:12][CH2:13][C:14](=[O:16])[CH2:15][C@H:10]3[CH2:9][CH2:8][O:7][C:6]=2[CH:21]=1.[Br:22][C:23]1[CH:24]=[CH:25][C:26]2[C@:32]3([C:38]([O:40][CH3:41])=[O:39])[CH2:33][CH2:34][C:35](=[O:37])[CH2:36][C@@H:31]3[CH2:30][CH2:29][O:28][C:27]=2[CH:42]=1.[CH2:43](O)[CH2:44][OH:45].O.CC1C=CC(S(O)(=O)=O)=CC=1.